Dataset: Peptide-MHC class II binding affinity with 134,281 pairs from IEDB. Task: Regression. Given a peptide amino acid sequence and an MHC pseudo amino acid sequence, predict their binding affinity value. This is MHC class II binding data. (1) The peptide sequence is PQLPQFLQPQPYPQPQLPYPQPQPF. The MHC is DRB1_1101 with pseudo-sequence DRB1_1101. The binding affinity (normalized) is 0. (2) The peptide sequence is GKAGCQTYKWETFLT. The MHC is DRB1_0802 with pseudo-sequence DRB1_0802. The binding affinity (normalized) is 0.166. (3) The peptide sequence is MQYIKANSKFIGITEL. The MHC is DRB1_1101 with pseudo-sequence DRB1_1101. The binding affinity (normalized) is 0.643. (4) The peptide sequence is TEDDFKNIAAAGLNHV. The MHC is DRB1_0701 with pseudo-sequence DRB1_0701. The binding affinity (normalized) is 0.637.